This data is from Catalyst prediction with 721,799 reactions and 888 catalyst types from USPTO. The task is: Predict which catalyst facilitates the given reaction. The catalyst class is: 4. Reactant: [CH:1]1[C:13]2[CH:12]([CH2:14][O:15][C:16]([O:18]N3C(=O)CCC3=O)=O)[C:11]3[C:6](=[CH:7][CH:8]=[CH:9][CH:10]=3)[C:5]=2[CH:4]=[CH:3][CH:2]=1.[NH2:26][C:27]1[CH:36]=[CH:35][CH:34]=[C:33]2[C:28]=1[CH2:29][CH2:30][NH:31][CH2:32]2. Product: [CH:1]1[C:13]2[CH:12]([CH2:14][O:15][C:16]([N:31]3[CH2:30][CH2:29][C:28]4[C:33](=[CH:34][CH:35]=[CH:36][C:27]=4[NH2:26])[CH2:32]3)=[O:18])[C:11]3[C:6](=[CH:7][CH:8]=[CH:9][CH:10]=3)[C:5]=2[CH:4]=[CH:3][CH:2]=1.